This data is from Catalyst prediction with 721,799 reactions and 888 catalyst types from USPTO. The task is: Predict which catalyst facilitates the given reaction. Reactant: [CH:1]([NH:14][C:15]1[C:20]([Cl:21])=[C:19]([O:22][C:23]2[CH:28]=[CH:27][C:26]([NH:29][C:30]([C:32]3[C:37](=[O:38])[C:36]([C:39]4[CH:44]=[CH:43][C:42]([F:45])=[CH:41][CH:40]=4)=[CH:35][NH:34][CH:33]=3)=[O:31])=[CH:25][C:24]=2[F:46])[CH:18]=[CH:17][N:16]=1)([C:8]1[CH:13]=[CH:12][CH:11]=[CH:10][CH:9]=1)[C:2]1[CH:7]=[CH:6][CH:5]=[CH:4][CH:3]=1.C([O-])([O-])=O.[K+].[K+].[N:53]1([C:64]([O:66][C:67]([CH3:70])([CH3:69])[CH3:68])=[O:65])[CH2:58][CH2:57][CH:56]([C:59]([O:61][CH2:62]Cl)=[O:60])[CH2:55][CH2:54]1. The catalyst class is: 85. Product: [N:53]1([C:64]([O:66][C:67]([CH3:70])([CH3:69])[CH3:68])=[O:65])[CH2:54][CH2:55][CH:56]([C:59]([O:61][CH2:62][N:34]2[CH:35]=[C:36]([C:39]3[CH:40]=[CH:41][C:42]([F:45])=[CH:43][CH:44]=3)[C:37](=[O:38])[C:32]([C:30](=[O:31])[NH:29][C:26]3[CH:27]=[CH:28][C:23]([O:22][C:19]4[CH:18]=[CH:17][N:16]=[C:15]([NH:14][CH:1]([C:2]5[CH:7]=[CH:6][CH:5]=[CH:4][CH:3]=5)[C:8]5[CH:9]=[CH:10][CH:11]=[CH:12][CH:13]=5)[C:20]=4[Cl:21])=[C:24]([F:46])[CH:25]=3)=[CH:33]2)=[O:60])[CH2:57][CH2:58]1.